Dataset: Peptide-MHC class I binding affinity with 185,985 pairs from IEDB/IMGT. Task: Regression. Given a peptide amino acid sequence and an MHC pseudo amino acid sequence, predict their binding affinity value. This is MHC class I binding data. (1) The peptide sequence is KAALDLSHFL. The MHC is HLA-B51:01 with pseudo-sequence HLA-B51:01. The binding affinity (normalized) is 0. (2) The peptide sequence is AVDLSHFLR. The MHC is HLA-A02:06 with pseudo-sequence HLA-A02:06. The binding affinity (normalized) is 0.0795. (3) The peptide sequence is MTACDDGRR. The MHC is HLA-A31:01 with pseudo-sequence HLA-A31:01. The binding affinity (normalized) is 0.507. (4) The peptide sequence is LVSDGGPNLY. The binding affinity (normalized) is 0.626. The MHC is HLA-A30:02 with pseudo-sequence HLA-A30:02. (5) The peptide sequence is GYTPGQQFY. The MHC is HLA-A01:01 with pseudo-sequence HLA-A01:01. The binding affinity (normalized) is 0.0623. (6) The peptide sequence is KTKISVEKIK. The MHC is HLA-A11:01 with pseudo-sequence HLA-A11:01. The binding affinity (normalized) is 0.481. (7) The peptide sequence is RSLFNTIATLY. The MHC is HLA-A01:01 with pseudo-sequence HLA-A01:01. The binding affinity (normalized) is 0.341. (8) The peptide sequence is NTPTFAIKK. The MHC is Mamu-A01 with pseudo-sequence Mamu-A01. The binding affinity (normalized) is 0.438. (9) The peptide sequence is QYDDLHKKF. The MHC is HLA-B58:01 with pseudo-sequence HLA-B58:01. The binding affinity (normalized) is 0.0847.